From a dataset of Forward reaction prediction with 1.9M reactions from USPTO patents (1976-2016). Predict the product of the given reaction. (1) Given the reactants [CH:1]([C:4]1[CH:9]=[CH:8][C:7]([NH:10][C:11]([NH:13][C:14](=[O:18])[O:15][CH2:16][CH3:17])=[S:12])=[CH:6][CH:5]=1)([CH3:3])[CH3:2].C(=O)([O-])[O-].[K+].[K+].[CH2:25](I)[CH3:26], predict the reaction product. The product is: [CH2:25]([S:12]/[C:11](/[NH:13][C:14](=[O:18])[O:15][CH2:16][CH3:17])=[N:10]/[C:7]1[CH:6]=[CH:5][C:4]([CH:1]([CH3:3])[CH3:2])=[CH:9][CH:8]=1)[CH3:26]. (2) Given the reactants C(OC(=O)[NH:7][C:8]1[CH:13]=[CH:12][C:11]([O:14][C:15]([F:18])([F:17])[F:16])=[CH:10][C:9]=1[NH:19][C:20](=[O:36])[CH2:21][C:22](=O)[C:23]1[CH:28]=[CH:27][CH:26]=[C:25]([C:29]2[CH:34]=[CH:33][CH:32]=[CH:31][N:30]=2)[CH:24]=1)(C)(C)C.C(O)(C(F)(F)F)=O, predict the reaction product. The product is: [C:25]1([C:29]2[CH:34]=[CH:33][CH:32]=[CH:31][N:30]=2)[CH:24]=[CH:23][CH:28]=[CH:27][CH:26]=1.[CH3:23][C:22]1[CH2:21][C:20](=[O:36])[NH:19][C:9]2[CH:10]=[C:11]([O:14][C:15]([F:18])([F:17])[F:16])[CH:12]=[CH:13][C:8]=2[N:7]=1. (3) Given the reactants [C:1]([N:5]1[C:9](=[O:10])[CH:8]=[C:7]([C:11]2[CH:28]=[CH:27][C:14]([CH2:15][C:16]3([C:22]([O:24][CH2:25][CH3:26])=[O:23])[CH2:20][CH2:19][C:18](=[O:21])[NH:17]3)=[CH:13][CH:12]=2)[S:6]1(=[O:30])=[O:29])([CH3:4])([CH3:3])[CH3:2].[H][H], predict the reaction product. The product is: [C:1]([N:5]1[C:9](=[O:10])[CH2:8][CH:7]([C:11]2[CH:28]=[CH:27][C:14]([CH2:15][C:16]3([C:22]([O:24][CH2:25][CH3:26])=[O:23])[CH2:20][CH2:19][C:18](=[O:21])[NH:17]3)=[CH:13][CH:12]=2)[S:6]1(=[O:30])=[O:29])([CH3:2])([CH3:3])[CH3:4]. (4) Given the reactants FC(F)(F)C(O)=O.[CH:8]1([N:11]([CH2:25][CH2:26][O:27][CH2:28][C:29]([O:31]C(C)(C)C)=[O:30])[S:12]([C:15]2[C:20]([CH3:21])=[CH:19][C:18]([O:22][CH3:23])=[CH:17][C:16]=2[CH3:24])(=[O:14])=[O:13])[CH2:10][CH2:9]1, predict the reaction product. The product is: [CH:8]1([N:11]([CH2:25][CH2:26][O:27][CH2:28][C:29]([OH:31])=[O:30])[S:12]([C:15]2[C:20]([CH3:21])=[CH:19][C:18]([O:22][CH3:23])=[CH:17][C:16]=2[CH3:24])(=[O:14])=[O:13])[CH2:9][CH2:10]1. (5) The product is: [CH:1]([N:8]1[CH2:9][CH2:10][CH:11]([N:14]2[C:18]([C:19]3[CH:24]=[CH:23][N:22]=[CH:21][CH:20]=3)=[C:17]([C:25]3[CH:30]=[CH:29][C:28]([F:31])=[CH:27][CH:26]=3)[N:16]=[CH:15]2)[CH2:12][CH2:13]1)=[O:33]. Given the reactants [CH2:1]([N:8]1[CH2:13][CH2:12][CH:11]([N:14]2[C:18]([C:19]3[CH:24]=[CH:23][N:22]=[CH:21][CH:20]=3)=[C:17]([C:25]3[CH:30]=[CH:29][C:28]([F:31])=[CH:27][CH:26]=3)[N:16]=[CH:15]2)[CH2:10][CH2:9]1)C1C=CC=CC=1.C(O)=[O:33].CO, predict the reaction product.